From a dataset of Full USPTO retrosynthesis dataset with 1.9M reactions from patents (1976-2016). Predict the reactants needed to synthesize the given product. (1) Given the product [C:1]([O:5][C:6]([N:8]1[CH2:9][CH:10]=[C:11]([C:14]2[CH:19]=[CH:18][C:17]([NH2:20])=[CH:16][CH:15]=2)[CH2:12][CH2:13]1)=[O:7])([CH3:4])([CH3:2])[CH3:3], predict the reactants needed to synthesize it. The reactants are: [C:1]([O:5][C:6]([N:8]1[CH2:13][CH:12]=[C:11]([C:14]2[CH:19]=[CH:18][C:17]([NH:20]C(OCC3C=CC=CC=3)=O)=[CH:16][CH:15]=2)[CH2:10][CH2:9]1)=[O:7])([CH3:4])([CH3:3])[CH3:2]. (2) Given the product [CH3:1][C@H:2]1[CH2:3][CH2:4][C@H:5]([N:8]2[CH:12]=[C:11]([CH:13]=[O:14])[N:10]=[CH:9]2)[CH2:6][CH2:7]1, predict the reactants needed to synthesize it. The reactants are: [CH3:1][C@H:2]1[CH2:7][CH2:6][C@H:5]([N:8]2[CH:12]=[C:11]([CH2:13][OH:14])[N:10]=[CH:9]2)[CH2:4][CH2:3]1.C(=O)(O)[O-].[Na+].II.S([O-])([O-])(=O)=S.[Na+].[Na+].